This data is from Full USPTO retrosynthesis dataset with 1.9M reactions from patents (1976-2016). The task is: Predict the reactants needed to synthesize the given product. Given the product [N:1]1([C:19]([O:18][C:14]([CH3:17])([CH3:16])[CH3:15])=[O:20])[C:9]2[C:4](=[CH:5][CH:6]=[C:7]([C:10]([O:12][CH3:13])=[O:11])[CH:8]=2)[CH:3]=[CH:2]1, predict the reactants needed to synthesize it. The reactants are: [NH:1]1[C:9]2[C:4](=[CH:5][CH:6]=[C:7]([C:10]([O:12][CH3:13])=[O:11])[CH:8]=2)[CH:3]=[CH:2]1.[C:14]([O:18][C:19](O[C:19]([O:18][C:14]([CH3:17])([CH3:16])[CH3:15])=[O:20])=[O:20])([CH3:17])([CH3:16])[CH3:15].